Dataset: Full USPTO retrosynthesis dataset with 1.9M reactions from patents (1976-2016). Task: Predict the reactants needed to synthesize the given product. (1) Given the product [CH2:11]([O:8][CH2:7][C:4]1[S:5][CH:6]=[C:2]([Br:1])[CH:3]=1)[C:12]1[CH:17]=[CH:16][CH:15]=[CH:14][CH:13]=1, predict the reactants needed to synthesize it. The reactants are: [Br:1][C:2]1[CH:3]=[C:4]([CH2:7][OH:8])[S:5][CH:6]=1.[H-].[Na+].[CH2:11](Br)[C:12]1[CH:17]=[CH:16][CH:15]=[CH:14][CH:13]=1.O. (2) The reactants are: [Br:1][C:2]1[CH:7]=[CH:6][N:5]=[C:4]([CH:8]=O)[CH:3]=1.C(O)(=O)[CH2:11][C:12]([OH:14])=[O:13].N1CCCCC1. Given the product [Br:1][C:2]1[CH:7]=[CH:6][N:5]=[C:4]([CH:8]=[CH:11][C:12]([OH:14])=[O:13])[CH:3]=1, predict the reactants needed to synthesize it.